The task is: Predict the reactants needed to synthesize the given product.. This data is from Full USPTO retrosynthesis dataset with 1.9M reactions from patents (1976-2016). (1) Given the product [Cl:1][C:2]1[CH:3]=[CH:4][C:5]2[N:11]([CH2:12][C:13]([CH3:16])([CH3:17])[CH2:14][OH:15])[C:10](=[O:18])[C@@H:9]([CH2:19][C:20]([NH:22][CH2:23][CH2:24][C:25]3[CH:30]=[CH:29][C:28]([O:31][CH2:32][C:33]([OH:35])=[O:34])=[CH:27][CH:26]=3)=[O:21])[O:8][C@H:7]([C:38]3[CH:43]=[CH:42][CH:41]=[C:40]([O:44][CH3:45])[C:39]=3[O:46][CH3:47])[C:6]=2[CH:48]=1, predict the reactants needed to synthesize it. The reactants are: [Cl:1][C:2]1[CH:3]=[CH:4][C:5]2[N:11]([CH2:12][C:13]([CH3:17])([CH3:16])[CH2:14][OH:15])[C:10](=[O:18])[C@@H:9]([CH2:19][C:20]([NH:22][CH2:23][CH2:24][C:25]3[CH:30]=[CH:29][C:28]([O:31][CH2:32][C:33]([O:35]CC)=[O:34])=[CH:27][CH:26]=3)=[O:21])[O:8][C@H:7]([C:38]3[CH:43]=[CH:42][CH:41]=[C:40]([O:44][CH3:45])[C:39]=3[O:46][CH3:47])[C:6]=2[CH:48]=1.[OH-].[Na+].C(O)C. (2) Given the product [CH3:1][C:2]1[N:3]=[CH:4][C:5]([CH2:8][NH:9][S:10]([NH2:13])(=[O:12])=[O:11])=[N:6][CH:7]=1, predict the reactants needed to synthesize it. The reactants are: [CH3:1][C:2]1[N:3]=[CH:4][C:5]([CH2:8][NH:9][S:10]([NH:13]C(=O)OCC2C=CC=CC=2)(=[O:12])=[O:11])=[N:6][CH:7]=1. (3) Given the product [OH:67][C:57]1[C:58](=[O:66])[N:59]([CH2:62][CH2:63][O:64][CH3:65])[CH:60]=[CH:61][C:56]=1[C:54]([NH:53][CH2:52][CH2:51][N:20]([CH2:19][CH2:18][NH:17][C:15]([C:14]1[CH:13]=[CH:12][N:11]([CH2:75][CH2:76][O:77][CH3:78])[C:10](=[O:79])[C:9]=1[OH:8])=[O:16])[C:21]([C:23]([NH:29][C:30]([C:32]1[CH:37]=[CH:36][N:35]([CH2:38][CH2:39][O:40][CH3:41])[C:34](=[O:42])[C:33]=1[OH:43])=[O:31])([CH2:27][CH3:28])[C:24]([OH:26])=[O:25])=[O:22])=[O:55], predict the reactants needed to synthesize it. The reactants are: C([O:8][C:9]1[C:10](=[O:79])[N:11]([CH2:75][CH2:76][O:77][CH3:78])[CH:12]=[CH:13][C:14]=1[C:15]([NH:17][CH2:18][CH2:19][N:20]([CH2:51][CH2:52][NH:53][C:54]([C:56]1[CH:61]=[CH:60][N:59]([CH2:62][CH2:63][O:64][CH3:65])[C:58](=[O:66])[C:57]=1[O:67]CC1C=CC=CC=1)=[O:55])[C:21]([C:23]([NH:29][C:30]([C:32]1[CH:37]=[CH:36][N:35]([CH2:38][CH2:39][O:40][CH3:41])[C:34](=[O:42])[C:33]=1[O:43]CC1C=CC=CC=1)=[O:31])([CH2:27][CH3:28])[C:24]([O-:26])=[O:25])=[O:22])=[O:16])C1C=CC=CC=1.Cl. (4) The reactants are: Cl[C:2]1[CH:7]=[C:6]([Cl:8])[N:5]=[CH:4][N:3]=1.[F:9][C:10]1[CH:11]=[CH:12][C:13]([OH:37])=[C:14]([CH:36]=1)[CH2:15][NH:16][C:17]([NH:19][C:20]1[N:24]([C:25]2[CH:30]=[CH:29][C:28]([CH3:31])=[CH:27][CH:26]=2)[N:23]=[C:22]([C:32]([CH3:35])([CH3:34])[CH3:33])[CH:21]=1)=[O:18].[OH-].[Na+].[Cl-].[NH4+]. Given the product [Cl:8][C:6]1[N:5]=[CH:4][N:3]=[C:2]([O:37][C:13]2[CH:12]=[CH:11][C:10]([F:9])=[CH:36][C:14]=2[CH2:15][NH:16][C:17]([NH:19][C:20]2[N:24]([C:25]3[CH:26]=[CH:27][C:28]([CH3:31])=[CH:29][CH:30]=3)[N:23]=[C:22]([C:32]([CH3:34])([CH3:35])[CH3:33])[CH:21]=2)=[O:18])[CH:7]=1, predict the reactants needed to synthesize it. (5) Given the product [Br:8][C:4]1[CH:5]=[CH:6][CH:7]=[C:2]([Br:1])[C:3]=1[CH2:9][O:14][C:11](=[O:13])[CH3:12], predict the reactants needed to synthesize it. The reactants are: [Br:1][C:2]1[CH:7]=[CH:6][CH:5]=[C:4]([Br:8])[C:3]=1[CH2:9]Br.[C:11]([O-:14])(=[O:13])[CH3:12].[K+]. (6) Given the product [Cl:8][C:7]1[CH:6]=[CH:5][CH:4]=[C:3]2[C:2]=1[NH:22][N:21]=[C:9]2[C:11]1[CH:16]=[CH:15][C:14]([O:17][CH3:18])=[CH:13][C:12]=1[CH3:19], predict the reactants needed to synthesize it. The reactants are: F[C:2]1[C:7]([Cl:8])=[CH:6][CH:5]=[CH:4][C:3]=1[C:9]([C:11]1[CH:16]=[CH:15][C:14]([O:17][CH3:18])=[CH:13][C:12]=1[CH3:19])=O.O.[NH2:21][NH2:22].